Task: Predict the reaction yield, written as a fraction of the theoretical maximum amount of product (1.0 means a 100% yield; for example, 0.34 means a 34% yield).. Dataset: Reaction yield outcomes from USPTO patents with 853,638 reactions (1) The reactants are C([O:14][C:15]1[C:24]2[N:23]=[CH:22][CH:21]=[CH:20][C:19]=2C(C(O)=O)=[C:17]2[CH2:28][N:29]([CH2:32][C:33]3[CH:38]=[CH:37][C:36]([F:39])=[CH:35][CH:34]=3)[C:30](=[O:31])[C:16]=12)(C1C=CC=CC=1)C1C=CC=CC=1.C(NCC)C.[CH:45]([N:48]([CH:51]([CH3:53])C)[CH2:49][CH3:50])([CH3:47])C.F[P-](F)(F)(F)(F)F.N1([O:70]C(N(C)C)=[N+](C)C)C2N=CC=CC=2N=N1. The catalyst is CN(C)C=O. The product is [CH2:51]([N:48]([CH2:49][CH3:50])[C:45]([C:47]1[C:19]2[CH:20]=[CH:21][CH:22]=[N:23][C:24]=2[C:15]([OH:14])=[C:16]2[C:30](=[O:31])[N:29]([CH2:32][C:33]3[CH:34]=[CH:35][C:36]([F:39])=[CH:37][CH:38]=3)[CH2:28][C:17]=12)=[O:70])[CH3:53]. The yield is 0.860. (2) The reactants are [C:1]([O:5][C:6]([N:8]([CH2:10][C:11]([OH:13])=O)[CH3:9])=[O:7])([CH3:4])([CH3:3])[CH3:2].CCN(CC)CC.ClC(OCC(C)C)=O.Cl.[CH2:30]([O:32][C:33](=[O:37])[CH2:34][NH:35][CH3:36])[CH3:31]. The catalyst is C(Cl)Cl. The product is [CH2:30]([O:32][C:33](=[O:37])[CH2:34][N:35]([C:11](=[O:13])[CH2:10][N:8]([C:6]([O:5][C:1]([CH3:2])([CH3:3])[CH3:4])=[O:7])[CH3:9])[CH3:36])[CH3:31]. The yield is 0.220. (3) The catalyst is C(Cl)(Cl)Cl.C(N(CC)CC)C. The yield is 0.650. The product is [Cl:1][C:2]1[CH:8]=[C:7]([O:9][C:10]2[C:19]3[C:14](=[CH:15][C:16]([O:22][CH3:23])=[C:17]([O:20][CH3:21])[CH:18]=3)[N:13]=[CH:12][N:11]=2)[CH:6]=[CH:5][C:3]=1[NH:4][C:28]([NH:39][CH2:37][CH3:38])=[O:34]. The reactants are [Cl:1][C:2]1[CH:8]=[C:7]([O:9][C:10]2[C:19]3[C:14](=[CH:15][C:16]([O:22][CH3:23])=[C:17]([O:20][CH3:21])[CH:18]=3)[N:13]=[CH:12][N:11]=2)[CH:6]=[CH:5][C:3]=1[NH2:4].ClC(Cl)(O[C:28](=[O:34])OC(Cl)(Cl)Cl)Cl.Cl.[CH2:37]([NH2:39])[CH3:38].C(=O)([O-])O.[Na+].